This data is from Forward reaction prediction with 1.9M reactions from USPTO patents (1976-2016). The task is: Predict the product of the given reaction. (1) Given the reactants C(OC([N:8]1[CH2:13][CH2:12][CH:11]([C:14]([OH:27])([C:21]2[CH:26]=[CH:25][CH:24]=[CH:23][N:22]=2)[C:15]2[CH:20]=[CH:19][CH:18]=[CH:17][N:16]=2)[CH2:10][CH2:9]1)=O)(C)(C)C, predict the reaction product. The product is: [NH:8]1[CH2:13][CH2:12][CH:11]([C:14]([C:15]2[CH:20]=[CH:19][CH:18]=[CH:17][N:16]=2)([C:21]2[CH:26]=[CH:25][CH:24]=[CH:23][N:22]=2)[OH:27])[CH2:10][CH2:9]1. (2) The product is: [Cl:24][C:10]1[C:9]2[C:4](=[CH:5][CH:6]=[C:7]([C:25]([C:37]3[N:41]([CH3:42])[CH:40]=[N:39][CH:38]=3)([C:27]3[CH:28]=[N:29][C:30]([C:33]([F:35])([F:36])[F:34])=[CH:31][CH:32]=3)[OH:26])[CH:8]=2)[N:3]=[C:2]([N:48]2[CH2:49][CH:46]([O:45][CH3:44])[CH2:47]2)[C:11]=1[CH2:12][C:13]1[CH:14]=[CH:15][C:16]([N:19]2[CH:23]=[CH:22][CH:21]=[N:20]2)=[CH:17][CH:18]=1. Given the reactants Cl[C:2]1[C:11]([CH2:12][C:13]2[CH:18]=[CH:17][C:16]([N:19]3[CH:23]=[CH:22][CH:21]=[N:20]3)=[CH:15][CH:14]=2)=[C:10]([Cl:24])[C:9]2[C:4](=[CH:5][CH:6]=[C:7]([C:25]([C:37]3[N:41]([CH3:42])[CH:40]=[N:39][CH:38]=3)([C:27]3[CH:28]=[N:29][C:30]([C:33]([F:36])([F:35])[F:34])=[CH:31][CH:32]=3)[OH:26])[CH:8]=2)[N:3]=1.Cl.[CH3:44][O:45][CH:46]1[CH2:49][NH:48][CH2:47]1.CN(C=O)C, predict the reaction product. (3) Given the reactants [CH3:1][O:2][CH2:3][C:4](=[O:10])[CH2:5][C:6](OC)=[O:7].[CH3:11][NH:12][CH3:13].C(O)C, predict the reaction product. The product is: [CH3:1][O:2][CH2:3][C:4](=[O:10])[CH2:5][C:6]([N:12]([CH3:13])[CH3:11])=[O:7]. (4) Given the reactants [F:1][C:2]1[C:7](F)=[CH:6][C:5]([F:9])=[C:4]([N+:10]([O-:12])=[O:11])[C:3]=1[NH:13][C:14]1[CH:19]=[CH:18][C:17]([I:20])=[CH:16][C:15]=1[F:21].[CH3:22][O-:23].[Na+], predict the reaction product. The product is: [F:1][C:2]1[C:7]([O:23][CH3:22])=[CH:6][C:5]([F:9])=[C:4]([N+:10]([O-:12])=[O:11])[C:3]=1[NH:13][C:14]1[CH:19]=[CH:18][C:17]([I:20])=[CH:16][C:15]=1[F:21]. (5) Given the reactants Br[CH2:2][CH2:3][CH2:4][CH2:5][CH2:6][CH2:7][CH2:8][CH2:9][CH2:10][CH2:11][CH2:12][C:13]([OH:15])=[O:14].[I:16][C:17]1[CH:22]=[C:21]([I:23])[CH:20]=[C:19]([I:24])[C:18]=1[OH:25].[OH-].[K+], predict the reaction product. The product is: [I:16][C:17]1[CH:22]=[C:21]([I:23])[CH:20]=[C:19]([I:24])[C:18]=1[O:25][CH2:2][CH2:3][CH2:4][CH2:5][CH2:6][CH2:7][CH2:8][CH2:9][CH2:10][CH2:11][CH2:12][C:13]([OH:15])=[O:14]. (6) Given the reactants [N:1]1([CH:7]2[CH2:13][CH2:12][C:11]3[CH:14]=[C:15]([NH2:18])[CH:16]=[CH:17][C:10]=3[CH2:9][CH2:8]2)[CH2:6][CH2:5][O:4][CH2:3][CH2:2]1.Cl[C:20]1[N:25]=[C:24]([NH:26][C:27]2[CH:32]=[CH:31][CH:30]=[CH:29][C:28]=2[S:33]([N:36]([CH3:38])[CH3:37])(=[O:35])=[O:34])[C:23]([Cl:39])=[CH:22][N:21]=1.C12(CS(O)(=O)=O)C(C)(C)C(CC1)CC2=O.C(O)(C)C, predict the reaction product. The product is: [Cl:39][C:23]1[C:24]([NH:26][C:27]2[CH:32]=[CH:31][CH:30]=[CH:29][C:28]=2[S:33]([N:36]([CH3:38])[CH3:37])(=[O:35])=[O:34])=[N:25][C:20]([NH:18][C:15]2[CH:16]=[CH:17][C:10]3[CH2:9][CH2:8][CH:7]([N:1]4[CH2:6][CH2:5][O:4][CH2:3][CH2:2]4)[CH2:13][CH2:12][C:11]=3[CH:14]=2)=[N:21][CH:22]=1. (7) Given the reactants [CH3:1][C:2]1[S:6][C:5](/[CH:7]=[CH:8]/[C:9]([OH:11])=[O:10])=[CH:4][CH:3]=1.[H][H], predict the reaction product. The product is: [CH3:1][C:2]1[S:6][C:5]([CH2:7][CH2:8][C:9]([OH:11])=[O:10])=[CH:4][CH:3]=1.